From a dataset of Full USPTO retrosynthesis dataset with 1.9M reactions from patents (1976-2016). Predict the reactants needed to synthesize the given product. Given the product [N:2]1([C:14]2([C:18]#[N:19])[CH2:15][CH2:16][C:11]3([O:10][CH2:9][CH2:8][O:7]3)[CH2:12][CH2:13]2)[CH2:6][CH2:5][CH2:4][CH2:3]1, predict the reactants needed to synthesize it. The reactants are: Cl.[NH:2]1[CH2:6][CH2:5][CH2:4][CH2:3]1.[O:7]1[C:11]2([CH2:16][CH2:15][C:14](=O)[CH2:13][CH2:12]2)[O:10][CH2:9][CH2:8]1.[C-:18]#[N:19].[K+].